Dataset: Peptide-MHC class I binding affinity with 185,985 pairs from IEDB/IMGT. Task: Regression. Given a peptide amino acid sequence and an MHC pseudo amino acid sequence, predict their binding affinity value. This is MHC class I binding data. (1) The peptide sequence is TTAFFNTCK. The MHC is HLA-A03:01 with pseudo-sequence HLA-A03:01. The binding affinity (normalized) is 0.646. (2) The binding affinity (normalized) is 1.00. The peptide sequence is MGITAEWLW. The MHC is HLA-B58:01 with pseudo-sequence HLA-B58:01. (3) The peptide sequence is TTKDYFSFK. The MHC is HLA-A03:01 with pseudo-sequence HLA-A03:01. The binding affinity (normalized) is 0.732. (4) The peptide sequence is RIRKDFGKR. The MHC is HLA-B08:01 with pseudo-sequence HLA-B08:01. The binding affinity (normalized) is 0.0847. (5) The peptide sequence is NYNYKYRYL. The MHC is HLA-A26:01 with pseudo-sequence HLA-A26:01. The binding affinity (normalized) is 0. (6) The peptide sequence is MGFPSLATK. The MHC is HLA-A01:01 with pseudo-sequence HLA-A01:01. The binding affinity (normalized) is 0.0847. (7) The peptide sequence is AAILKQHKL. The MHC is HLA-B08:02 with pseudo-sequence HLA-B08:02. The binding affinity (normalized) is 0.111. (8) The peptide sequence is ALMRNLNSL. The MHC is H-2-Kb with pseudo-sequence H-2-Kb. The binding affinity (normalized) is 0.239.